Task: Predict which catalyst facilitates the given reaction.. Dataset: Catalyst prediction with 721,799 reactions and 888 catalyst types from USPTO (1) Reactant: [F:1][C:2]1[CH:7]=[CH:6][C:5]([CH:8]([OH:26])[CH2:9][CH2:10][CH2:11][C:12]([N:14]2[CH:18]([C:19]3[CH:24]=[CH:23][CH:22]=[CH:21][CH:20]=3)[CH2:17][O:16][C:15]2=[O:25])=[O:13])=[CH:4][CH:3]=1.[Si:27](Cl)([C:30]([CH3:33])([CH3:32])[CH3:31])([CH3:29])[CH3:28].N1C=CN=C1. Product: [Si:27]([O:26][CH:8]([C:5]1[CH:6]=[CH:7][C:2]([F:1])=[CH:3][CH:4]=1)[CH2:9][CH2:10][CH2:11][C:12]([N:14]1[CH:18]([C:19]2[CH:20]=[CH:21][CH:22]=[CH:23][CH:24]=2)[CH2:17][O:16][C:15]1=[O:25])=[O:13])([C:30]([CH3:33])([CH3:32])[CH3:31])([CH3:29])[CH3:28]. The catalyst class is: 42. (2) Reactant: [NH2:1][C:2]1[S:3][C:4]([C:7]([O:9][CH2:10][CH3:11])=[O:8])=[CH:5][N:6]=1.[CH3:12][C:13]([O:16][C:17](O[C:17]([O:16][C:13]([CH3:15])([CH3:14])[CH3:12])=[O:18])=[O:18])([CH3:15])[CH3:14]. Product: [C:13]([O:16][C:17]([NH:1][C:2]1[S:3][C:4]([C:7]([O:9][CH2:10][CH3:11])=[O:8])=[CH:5][N:6]=1)=[O:18])([CH3:15])([CH3:14])[CH3:12]. The catalyst class is: 251. (3) Reactant: C[O:2][C:3](=[O:34])[CH2:4][O:5][C:6]1[CH:15]=[CH:14][C:13]([F:16])=[C:12]2[C:7]=1[C:8]([CH3:33])=[C:9]([CH2:21][C:22]1[CH:27]=[CH:26][C:25]([S:28]([CH2:31][CH3:32])(=[O:30])=[O:29])=[CH:24][CH:23]=1)[C:10]([O:17][CH:18]([F:20])[F:19])=[N:11]2.CO.[OH-].[Li+].Cl. Product: [F:20][CH:18]([F:19])[O:17][C:10]1[C:9]([CH2:21][C:22]2[CH:23]=[CH:24][C:25]([S:28]([CH2:31][CH3:32])(=[O:29])=[O:30])=[CH:26][CH:27]=2)=[C:8]([CH3:33])[C:7]2[C:12](=[C:13]([F:16])[CH:14]=[CH:15][C:6]=2[O:5][CH2:4][C:3]([OH:34])=[O:2])[N:11]=1. The catalyst class is: 132. (4) Reactant: C[O:2][C:3](=[O:34])[C@@H:4]([NH:12][C:13]([C:15]1[C:16]([CH3:33])=[N:17][C:18]([NH:22][CH2:23][CH2:24][CH2:25][C:26]2[CH:31]=[CH:30][CH:29]=[C:28]([OH:32])[CH:27]=2)=[N:19][C:20]=1[CH3:21])=[O:14])[CH2:5][NH:6][C:7]([N:9]([CH3:11])[CH3:10])=[O:8].O.[OH-].[Li+].S([O-])(O)(=O)=O.[K+]. Product: [CH3:11][N:9]([CH3:10])[C:7](=[O:8])[NH:6][CH2:5][C@H:4]([NH:12][C:13]([C:15]1[C:16]([CH3:33])=[N:17][C:18]([NH:22][CH2:23][CH2:24][CH2:25][C:26]2[CH:31]=[CH:30][CH:29]=[C:28]([OH:32])[CH:27]=2)=[N:19][C:20]=1[CH3:21])=[O:14])[C:3]([OH:34])=[O:2]. The catalyst class is: 20. (5) Reactant: [C:1]1([C:7]#[C:8][C:9]2[S:13][C:12]([C:14](=[O:16])[CH3:15])=[CH:11][CH:10]=2)[CH:6]=[CH:5][CH:4]=[CH:3][CH:2]=1. Product: [CH2:8]([C:9]1[S:13][C:12]([C:14](=[O:16])[CH3:15])=[CH:11][CH:10]=1)[CH2:7][C:1]1[CH:2]=[CH:3][CH:4]=[CH:5][CH:6]=1. The catalyst class is: 29.